This data is from Full USPTO retrosynthesis dataset with 1.9M reactions from patents (1976-2016). The task is: Predict the reactants needed to synthesize the given product. (1) Given the product [F:21][C:22]1[N:27]=[CH:26][C:25]([C:2]2[CH:7]=[CH:6][C:5]([C@@H:8]3[CH2:12][N:11]([CH3:13])[CH2:10][C@H:9]3[NH:14][S:15]([CH:18]([CH3:20])[CH3:19])(=[O:17])=[O:16])=[CH:4][CH:3]=2)=[CH:24][CH:23]=1, predict the reactants needed to synthesize it. The reactants are: Br[C:2]1[CH:7]=[CH:6][C:5]([C@@H:8]2[CH2:12][N:11]([CH3:13])[CH2:10][C@H:9]2[NH:14][S:15]([CH:18]([CH3:20])[CH3:19])(=[O:17])=[O:16])=[CH:4][CH:3]=1.[F:21][C:22]1[N:27]=[CH:26][C:25](B(O)O)=[CH:24][CH:23]=1. (2) Given the product [CH2:12]([N:14]1[C:22](=[O:23])[C:21]2[C:16](=[CH:17][CH:18]=[CH:19][CH:20]=2)[CH:15]1[CH2:24][C:25]([NH:10][C:9]([NH2:11])=[NH:8])=[O:26])[CH3:13], predict the reactants needed to synthesize it. The reactants are: CC(C)([O-])C.[K+].[Cl-].[NH2:8][C:9]([NH2:11])=[NH2+:10].[CH2:12]([N:14]1[C:22](=[O:23])[C:21]2[C:16](=[CH:17][CH:18]=[CH:19][CH:20]=2)[CH:15]1[CH2:24][C:25](OCC)=[O:26])[CH3:13]. (3) Given the product [ClH:32].[ClH:32].[ClH:32].[S:30]1[C:26]2[CH:25]=[CH:24][N:23]=[C:22]([N:19]3[CH2:20][CH2:21][N:16]([CH2:15][CH2:14][C@H:11]4[CH2:12][CH2:13][C@H:8]([NH2:7])[CH2:9][CH2:10]4)[CH2:17][CH2:18]3)[C:27]=2[CH:28]=[CH:29]1, predict the reactants needed to synthesize it. The reactants are: C(OC(=O)[NH:7][C@H:8]1[CH2:13][CH2:12][C@H:11]([CH2:14][CH2:15][N:16]2[CH2:21][CH2:20][N:19]([C:22]3[C:27]4[CH:28]=[CH:29][S:30][C:26]=4[CH:25]=[CH:24][N:23]=3)[CH2:18][CH2:17]2)[CH2:10][CH2:9]1)(C)(C)C.[ClH:32].CCOC(C)=O. (4) Given the product [CH3:3][CH:2]([N:4]1[C:8]2[N:9]=[C:10]([C:18]3[CH:23]=[CH:22][C:21]([S:24]([CH3:27])(=[O:25])=[O:26])=[CH:20][CH:19]=3)[CH:11]=[C:12]([C:13]([OH:15])=[O:14])[C:7]=2[CH:6]=[N:5]1)[CH3:1], predict the reactants needed to synthesize it. The reactants are: [CH3:1][CH:2]([N:4]1[C:8]2[N:9]=[C:10]([C:18]3[CH:23]=[CH:22][C:21]([S:24]([CH3:27])(=[O:26])=[O:25])=[CH:20][CH:19]=3)[CH:11]=[C:12]([C:13]([O:15]CC)=[O:14])[C:7]=2[CH:6]=[N:5]1)[CH3:3].C(O)C.[OH-].[Na+]. (5) Given the product [Cl:19][C:8]1[C:9]2[C:4](=[C:3]([N+:14]([O-:16])=[O:15])[C:2]([CH3:1])=[CH:11][CH:10]=2)[CH:5]=[CH:6][N:7]=1, predict the reactants needed to synthesize it. The reactants are: [CH3:1][C:2]1[C:3]([N+:14]([O-:16])=[O:15])=[C:4]2[C:9](=[CH:10][CH:11]=1)[C:8](=O)[NH+:7]([O-])[CH:6]=[CH:5]2.P(Cl)(Cl)([Cl:19])=O. (6) Given the product [ClH:26].[ClH:26].[F:25][C:23]1[CH:24]=[C:5]([CH2:4][N:2]([CH3:3])[CH3:1])[CH:6]=[C:7]([O:8][CH:9]2[CH2:14][CH2:13][NH:12][CH2:11][CH2:10]2)[CH:22]=1, predict the reactants needed to synthesize it. The reactants are: [CH3:1][N:2]([CH2:4][C:5]1[CH:6]=[C:7]([CH:22]=[C:23]([F:25])[CH:24]=1)[O:8][CH:9]1[CH2:14][CH2:13][N:12](C(OC(C)(C)C)=O)[CH2:11][CH2:10]1)[CH3:3].[ClH:26].O1CCOCC1. (7) Given the product [CH2:34]([S:35][C:2]1[C:12]([N+:13]([O-:15])=[O:14])=[CH:11][C:10]([Cl:16])=[CH:9][C:3]=1[C:4]([O:6][CH2:7][CH3:8])=[O:5])[C:28]1[CH:33]=[CH:32][CH:31]=[CH:30][CH:29]=1, predict the reactants needed to synthesize it. The reactants are: Cl[C:2]1[C:12]([N+:13]([O-:15])=[O:14])=[CH:11][C:10]([Cl:16])=[CH:9][C:3]=1[C:4]([O:6][CH2:7][CH3:8])=[O:5].CN(C)C=O.C(=O)([O-])[O-].[K+].[K+].[C:28]1([CH2:34][SH:35])[CH:33]=[CH:32][CH:31]=[CH:30][CH:29]=1. (8) Given the product [C:23]([O:22][C:20](=[O:21])[NH:27][CH2:28][CH2:29][O:19][C:4]1[CH:5]=[CH:6][C:7]([C:9]2[CH:10]=[CH:11][C:12]3[N:13]([CH:15]=[C:16]([CH3:18])[N:17]=3)[N:14]=2)=[CH:8][C:3]=1[O:2][CH3:1])([CH3:26])([CH3:25])[CH3:24], predict the reactants needed to synthesize it. The reactants are: [CH3:1][O:2][C:3]1[CH:8]=[C:7]([C:9]2[CH:10]=[CH:11][C:12]3[N:13]([CH:15]=[C:16]([CH3:18])[N:17]=3)[N:14]=2)[CH:6]=[CH:5][C:4]=1[OH:19].[C:20]([NH:27][CH2:28][CH2:29]Br)([O:22][C:23]([CH3:26])([CH3:25])[CH3:24])=[O:21].C([O-])([O-])=O.[K+].[K+]. (9) Given the product [C:11]([C:13]1[CH:14]=[C:15]([NH:19][C:20](=[O:21])[O:10][CH2:9][CH2:8][C:5]2[CH:6]=[CH:7][C:2]([Br:1])=[CH:3][CH:4]=2)[CH:16]=[CH:17][CH:18]=1)#[N:12], predict the reactants needed to synthesize it. The reactants are: [Br:1][C:2]1[CH:7]=[CH:6][C:5]([CH2:8][CH2:9][OH:10])=[CH:4][CH:3]=1.[C:11]([C:13]1[CH:14]=[C:15]([N:19]=[C:20]=[O:21])[CH:16]=[CH:17][CH:18]=1)#[N:12]. (10) Given the product [CH:28]1([C:31]2[CH:36]=[C:35]([CH2:37][N:17]3[CH2:16][C:15]4([CH2:26][C:12]([N:9]5[CH2:10][CH2:11][C:6]([CH3:27])([C:4]([O:3][CH2:1][CH3:2])=[O:5])[CH2:7][CH2:8]5)=[N:13][O:14]4)[CH2:18]3)[C:34]([O:39][CH3:40])=[CH:33][C:32]=2[C:41]2[CH:46]=[CH:45][C:44]([F:47])=[C:43]([F:48])[CH:42]=2)[CH2:30][CH2:29]1, predict the reactants needed to synthesize it. The reactants are: [CH2:1]([O:3][C:4]([C:6]1([CH3:27])[CH2:11][CH2:10][N:9]([C:12]2[CH2:26][C:15]3([CH2:18][N:17](C(OC(C)(C)C)=O)[CH2:16]3)[O:14][N:13]=2)[CH2:8][CH2:7]1)=[O:5])[CH3:2].[CH:28]1([C:31]2[CH:36]=[C:35]([CH:37]=O)[C:34]([O:39][CH3:40])=[CH:33][C:32]=2[C:41]2[CH:46]=[CH:45][C:44]([F:47])=[C:43]([F:48])[CH:42]=2)[CH2:30][CH2:29]1.